This data is from Forward reaction prediction with 1.9M reactions from USPTO patents (1976-2016). The task is: Predict the product of the given reaction. (1) Given the reactants [OH:1][NH:2][C:3]([C:5]1[CH:10]=[CH:9][C:8]([C:11]([F:14])([F:13])[F:12])=[CH:7][N:6]=1)=[NH:4].[F:15][C:16]([F:29])([F:28])[O:17][C:18]1[CH:26]=[C:22]([C:23](O)=O)[C:21]([OH:27])=[CH:20][CH:19]=1, predict the reaction product. The product is: [F:15][C:16]([F:28])([F:29])[O:17][C:18]1[CH:19]=[CH:20][C:21]([OH:27])=[C:22]([C:23]2[O:1][N:2]=[C:3]([C:5]3[CH:10]=[CH:9][C:8]([C:11]([F:12])([F:13])[F:14])=[CH:7][N:6]=3)[N:4]=2)[CH:26]=1. (2) Given the reactants [F:1][C:2]([F:19])([F:18])[C:3]1[CH:4]=[C:5]([CH:15]=[CH:16][CH:17]=1)[O:6][C:7]1[CH:14]=[CH:13][CH:12]=[CH:11][C:8]=1[CH:9]=[O:10].CC(=CC)C.[Na].Cl([O-])=[O:27].[Na+].S([O-])([O-])(=O)=S.[Na+].[Na+], predict the reaction product. The product is: [F:1][C:2]([F:18])([F:19])[C:3]1[CH:4]=[C:5]([CH:15]=[CH:16][CH:17]=1)[O:6][C:7]1[CH:14]=[CH:13][CH:12]=[CH:11][C:8]=1[C:9]([OH:27])=[O:10]. (3) The product is: [C:1]1([CH:16]([CH3:17])[C:15]([C:12]2[CH:13]=[CH:14][C:9]([CH3:8])=[CH:10][CH:11]=2)=[O:18])[CH:6]=[CH:5][CH:4]=[CH:3][CH:2]=1. Given the reactants [C:1]1(Cl)[CH:6]=[CH:5][CH:4]=[CH:3][CH:2]=1.[CH3:8][C:9]1[CH:14]=[CH:13][C:12]([C:15](=[O:18])[CH2:16][CH3:17])=[CH:11][CH:10]=1.C(O[Na])(C)(C)C, predict the reaction product. (4) Given the reactants O=[C:2]([CH3:8])[CH2:3][C:4](OC)=[O:5].C[O-].[Na+].[CH3:12][NH:13][C:14]([NH2:16])=[S:15], predict the reaction product. The product is: [CH3:12][N:13]1[C:4](=[O:5])[CH:3]=[C:2]([CH3:8])[N:16]=[C:14]1[SH:15]. (5) Given the reactants ClC1C=C(C=CC=1Cl)OC1CCN(S(C2C(C)=NN(C)C=2C)(=O)=O)CC1.[CH3:27][N:28]1[C:32]([CH3:33])=[C:31]([S:34](Cl)(=[O:36])=[O:35])[C:30]([CH3:38])=[N:29]1.Cl.[Cl:40][C:41]1[CH:58]=[CH:57][C:44]([CH2:45][C:46]2([C:52]([O:54][CH2:55][CH3:56])=[O:53])[CH2:51][CH2:50][NH:49][CH2:48][CH2:47]2)=[CH:43][CH:42]=1, predict the reaction product. The product is: [Cl:40][C:41]1[CH:58]=[CH:57][C:44]([CH2:45][C:46]2([C:52]([O:54][CH2:55][CH3:56])=[O:53])[CH2:47][CH2:48][N:49]([S:34]([C:31]3[C:30]([CH3:38])=[N:29][N:28]([CH3:27])[C:32]=3[CH3:33])(=[O:36])=[O:35])[CH2:50][CH2:51]2)=[CH:43][CH:42]=1. (6) Given the reactants Br[C:2]1[C:6](=[O:7])[O:5][CH2:4][C:3]=1[N:8]1[CH2:12][CH2:11][C:10]2([CH2:17][CH2:16][N:15]([C:18]([O:20][C:21]([CH3:24])([CH3:23])[CH3:22])=[O:19])[CH2:14][CH2:13]2)[C:9]1=[O:25].P([O-])([O-])([O-])=O.[K+].[K+].[K+].C1(P([CH:47]2[CH2:52][CH2:51]CCC2)C2CCCCC2)CCCCC1.C1(B(O)O)CC1, predict the reaction product. The product is: [CH:51]1([C:2]2[C:6](=[O:7])[O:5][CH2:4][C:3]=2[N:8]2[CH2:12][CH2:11][C:10]3([CH2:17][CH2:16][N:15]([C:18]([O:20][C:21]([CH3:24])([CH3:23])[CH3:22])=[O:19])[CH2:14][CH2:13]3)[C:9]2=[O:25])[CH2:52][CH2:47]1. (7) Given the reactants [CH3:1][O:2][C:3]1[CH:4]=[C:5]2[C:10](=[CH:11][C:12]=1[O:13][CH2:14][CH:15]1[CH2:20][CH2:19][NH:18][CH2:17][CH2:16]1)[N:9]=[CH:8][N:7]=[C:6]2[O:21][C:22]1[CH:23]=[C:24]2[C:28](=[CH:29][CH:30]=1)[NH:27][CH:26]=[C:25]2[CH3:31].CCN(C(C)C)C(C)C.[Cl:41][CH2:42][C:43](Cl)=[O:44], predict the reaction product. The product is: [Cl:41][CH2:42][C:43]([N:18]1[CH2:19][CH2:20][CH:15]([CH2:14][O:13][C:12]2[CH:11]=[C:10]3[C:5]([C:6]([O:21][C:22]4[CH:23]=[C:24]5[C:28](=[CH:29][CH:30]=4)[NH:27][CH:26]=[C:25]5[CH3:31])=[N:7][CH:8]=[N:9]3)=[CH:4][C:3]=2[O:2][CH3:1])[CH2:16][CH2:17]1)=[O:44].